Predict the reactants needed to synthesize the given product. From a dataset of Full USPTO retrosynthesis dataset with 1.9M reactions from patents (1976-2016). Given the product [ClH:34].[CH3:1][S:2]([O:5][C:6]1[C:14]([O:15][CH3:16])=[CH:13][C:12]([C:17]2[NH:18][C:19]3[C:24]([CH:25]=2)=[CH:23][CH:22]=[CH:21][CH:20]=3)=[C:11]2[C:7]=1[CH2:8][NH:9][C:10]2=[O:33])(=[O:3])=[O:4], predict the reactants needed to synthesize it. The reactants are: [CH3:1][S:2]([O:5][C:6]1[C:14]([O:15][CH3:16])=[CH:13][C:12]([C:17]2[N:18](C(OC(C)(C)C)=O)[C:19]3[C:24]([CH:25]=2)=[CH:23][CH:22]=[CH:21][CH:20]=3)=[C:11]2[C:7]=1[CH2:8][NH:9][C:10]2=[O:33])(=[O:4])=[O:3].[ClH:34].CO.